Task: Predict which catalyst facilitates the given reaction.. Dataset: Catalyst prediction with 721,799 reactions and 888 catalyst types from USPTO (1) Reactant: [Cl:1][C:2]1[CH:3]=[N:4][N:5]([CH3:36])[C:6]=1[C:7]1[CH:8]=[C:9]([C:13]([NH:15][C@H:16]([CH2:24][N:25]2C(=O)C3C(=CC=CC=3)C2=O)[CH2:17][CH:18]2[CH2:23][CH2:22][CH2:21][CH2:20][CH2:19]2)=[O:14])[S:10][C:11]=1[CH3:12].NN. Product: [NH2:25][CH2:24][C@@H:16]([NH:15][C:13]([C:9]1[S:10][C:11]([CH3:12])=[C:7]([C:6]2[N:5]([CH3:36])[N:4]=[CH:3][C:2]=2[Cl:1])[CH:8]=1)=[O:14])[CH2:17][CH:18]1[CH2:19][CH2:20][CH2:21][CH2:22][CH2:23]1. The catalyst class is: 83. (2) Reactant: [N:1]1([C:5]2[N:10]=[C:9]([CH2:11][N:12]3[C@@H:16]([CH3:17])[C@@H:15]([C:18]4[CH:23]=[C:22]([C:24]([F:27])([F:26])[F:25])[CH:21]=[C:20]([C:28]([F:31])([F:30])[F:29])[CH:19]=4)[O:14][C:13]3=[O:32])[C:8]([C:33]3[CH:38]=[C:37](I)[CH:36]=[CH:35][C:34]=3[O:40][CH3:41])=[CH:7][CH:6]=2)[CH2:4][CH2:3][CH2:2]1.[CH3:42][O:43][C:44]([C:46]1[O:50][C:49](B(O)O)=[CH:48][CH:47]=1)=[O:45].N#N.C([O-])([O-])=O.[K+].[K+]. Product: [N:1]1([C:5]2[N:10]=[C:9]([CH2:11][N:12]3[C@@H:16]([CH3:17])[C@@H:15]([C:18]4[CH:23]=[C:22]([C:24]([F:27])([F:26])[F:25])[CH:21]=[C:20]([C:28]([F:31])([F:30])[F:29])[CH:19]=4)[O:14][C:13]3=[O:32])[C:8]([C:33]3[CH:38]=[C:37]([C:49]4[O:50][C:46]([C:44]([O:43][CH3:42])=[O:45])=[CH:47][CH:48]=4)[CH:36]=[CH:35][C:34]=3[O:40][CH3:41])=[CH:7][CH:6]=2)[CH2:4][CH2:3][CH2:2]1. The catalyst class is: 20. (3) Reactant: [Cl:1][C:2]1[N:7]=[CH:6][C:5]([CH:8]([CH3:11])[CH2:9]O)=[C:4]([C:12]2[NH:13][C:14]3[C:19]([CH:20]=2)=[C:18]([F:21])[CH:17]=[CH:16][CH:15]=3)[CH:3]=1.CCOC(/N=N/C(OCC)=O)=O.C1C=CC(P(C2C=CC=CC=2)C2C=CC=CC=2)=CC=1. Product: [Cl:1][C:2]1[N:7]=[CH:6][C:5]2[CH:8]([CH3:11])[CH2:9][N:13]3[C:14]4[CH:15]=[CH:16][CH:17]=[C:18]([F:21])[C:19]=4[CH:20]=[C:12]3[C:4]=2[CH:3]=1. The catalyst class is: 20. (4) Reactant: [Cl:1][C:2]1[CH:3]=[C:4]([C:9]2[S:13][C:12]([C:14](O)=[O:15])=[N:11][C:10]=2[C:17]2[CH:22]=[CH:21][C:20]([F:23])=[C:19]([C:24]#[N:25])[CH:18]=2)[CH:5]=[C:6]([F:8])[CH:7]=1.C1CN([P+](ON2N=[N:50][C:45]3C=CC=CC2=3)(N2CCCC2)N2CCCC2)CC1.F[P-](F)(F)(F)(F)F.C([N:62](CC)C(C)C)(C)C.[O:68]1CC[CH2:70][CH2:69]1. Product: [Cl:1][C:2]1[CH:3]=[C:4]([C:9]2[S:13][C:12]([C:14]([N:62]3[CH2:70][C:69](=[O:68])[NH:50][CH2:45]3)=[O:15])=[N:11][C:10]=2[C:17]2[CH:22]=[CH:21][C:20]([F:23])=[C:19]([C:24]#[N:25])[CH:18]=2)[CH:5]=[C:6]([F:8])[CH:7]=1. The catalyst class is: 4. (5) Reactant: [CH3:1][N:2]1[C:10]([CH:11](O)[CH3:12])=[C:9]2[C:4]([C:5]([C:14]3[C:19]([CH3:20])=[CH:18][C:17]([CH3:21])=[CH:16][C:15]=3[CH3:22])=[CH:6][CH:7]=[CH:8]2)=[N:3]1.O.C1(C)C=CC(S(O)(=O)=O)=CC=1. Product: [CH3:1][N:2]1[C:10]([CH:11]=[CH2:12])=[C:9]2[C:4]([C:5]([C:14]3[C:19]([CH3:20])=[CH:18][C:17]([CH3:21])=[CH:16][C:15]=3[CH3:22])=[CH:6][CH:7]=[CH:8]2)=[N:3]1. The catalyst class is: 11.